Dataset: Catalyst prediction with 721,799 reactions and 888 catalyst types from USPTO. Task: Predict which catalyst facilitates the given reaction. (1) Reactant: Cl[CH2:2][C:3]([NH:5][C:6]1[CH:7]=[C:8]2[C:12](=[CH:13][CH:14]=1)[NH:11][N:10]=[CH:9]2)=[O:4].[CH2:15]([CH:22]1[CH2:27][CH2:26][NH:25][CH2:24][CH2:23]1)[C:16]1[CH:21]=[CH:20][CH:19]=[CH:18][CH:17]=1. Product: [CH2:15]([CH:22]1[CH2:27][CH2:26][N:25]([CH2:2][C:3]([NH:5][C:6]2[CH:7]=[C:8]3[C:12](=[CH:13][CH:14]=2)[NH:11][N:10]=[CH:9]3)=[O:4])[CH2:24][CH2:23]1)[C:16]1[CH:21]=[CH:20][CH:19]=[CH:18][CH:17]=1. The catalyst class is: 27. (2) Reactant: [Cl:1][C:2]1[C:11]2[C:6](=[CH:7][CH:8]=[C:9]([Br:12])[CH:10]=2)[N:5]=[CH:4][N:3]=1.[CH2:13]([O:20][C:21]1[CH:27]=[CH:26][C:24]([NH2:25])=[CH:23][CH:22]=1)[C:14]1[CH:19]=[CH:18][CH:17]=[CH:16][CH:15]=1. The catalyst class is: 41. Product: [ClH:1].[CH2:13]([O:20][C:21]1[CH:22]=[CH:23][C:24]([NH:25][C:2]2[C:11]3[C:6](=[CH:7][CH:8]=[C:9]([Br:12])[CH:10]=3)[N:5]=[CH:4][N:3]=2)=[CH:26][CH:27]=1)[C:14]1[CH:15]=[CH:16][CH:17]=[CH:18][CH:19]=1. (3) Reactant: F[C:2]1[CH:7]=[CH:6][C:5]([S:8]([CH3:11])(=[O:10])=[O:9])=[CH:4][CH:3]=1.[OH-].[K+].[F:14][C:15]([F:25])([F:24])[O:16][C:17]1[CH:22]=[CH:21][C:20]([OH:23])=[CH:19][CH:18]=1.OP(O)(O)=O. Product: [CH3:11][S:8]([C:5]1[CH:6]=[CH:7][C:2]([O:23][C:20]2[CH:21]=[CH:22][C:17]([O:16][C:15]([F:14])([F:24])[F:25])=[CH:18][CH:19]=2)=[CH:3][CH:4]=1)(=[O:10])=[O:9]. The catalyst class is: 374. (4) Reactant: Br[CH:2]([CH2:12][Br:13])[CH2:3][O:4][C:5]1[C:6](=[O:11])[NH:7][CH:8]=[N:9][CH:10]=1.C([O-])(O)=O.[Na+]. Product: [Br:13][CH2:12][CH:2]1[O:11][C:6]2[N:7]=[CH:8][N:9]=[CH:10][C:5]=2[O:4][CH2:3]1. The catalyst class is: 8. (5) Reactant: [Li].[H-].[C:3]([S@:7]([NH:9][C@@H:10]([C:12]1[CH:13]=[CH:14][C:15]([NH:23][S:24]([CH3:27])(=[O:26])=[O:25])=[C:16]([CH:22]=1)[C:17](OCC)=[O:18])[CH3:11])=[O:8])([CH3:6])([CH3:5])[CH3:4].[F-].[K+].O.O.O.O.O.O.O.O.O.O.S([O-])([O-])(=O)=O.[Na+].[Na+]. Product: [C:3]([S@:7]([NH:9][C@@H:10]([C:12]1[CH:13]=[CH:14][C:15]([NH:23][S:24]([CH3:27])(=[O:25])=[O:26])=[C:16]([CH2:17][OH:18])[CH:22]=1)[CH3:11])=[O:8])([CH3:6])([CH3:5])[CH3:4]. The catalyst class is: 7. (6) Product: [Si:1]([O:8][CH2:9][CH2:10][C:11]1([S:14]([NH:17][C:21]2[C:20]([NH:19][C:31]3[CH:36]=[CH:35][C:34]([I:37])=[CH:33][C:32]=3[F:38])=[C:25]([Cl:26])[CH:24]3[N:27]=[CH:28][N:29]([CH3:30])[CH:23]3[N:22]=2)(=[O:16])=[O:15])[CH2:13][CH2:12]1)([C:4]([CH3:5])([CH3:6])[CH3:7])([CH3:3])[CH3:2]. Reactant: [Si:1]([O:8][CH2:9][CH2:10][C:11]1([S:14]([N:17]2[C:21]3=[N:22][CH:23]4[N:29]([CH3:30])[CH:28]=[N:27][CH:24]4[C:25]([Cl:26])=[C:20]3[N:19]([C:31]3[CH:36]=[CH:35][C:34]([I:37])=[CH:33][C:32]=3[F:38])C2=O)(=[O:16])=[O:15])[CH2:13][CH2:12]1)([C:4]([CH3:7])([CH3:6])[CH3:5])([CH3:3])[CH3:2].C[Si](C)(C)[O-].[K+]. The catalyst class is: 1. (7) The catalyst class is: 15. Product: [CH2:16]([O:15][C:9]1[CH:8]=[C:7]([CH:2]([N:1]2[C:31](=[O:30])[C:19]3[CH:18]=[C:27]4[CH:26]=[CH:25][CH:24]=[CH:23][C:22]4=[CH:21][C:20]=3[C:28]2=[O:29])[CH2:3][C:4]([OH:6])=[O:5])[CH:12]=[CH:11][C:10]=1[O:13][CH3:14])[CH3:17]. Reactant: [NH2:1][CH:2]([C:7]1[CH:12]=[CH:11][C:10]([O:13][CH3:14])=[C:9]([O:15][CH2:16][CH3:17])[CH:8]=1)[CH2:3][C:4]([OH:6])=[O:5].[CH:18]1[C:27]2[C:22](=[CH:23][CH:24]=[CH:25][CH:26]=2)[CH:21]=[C:20]2[C:28]([O:30][C:31](=O)[C:19]=12)=[O:29].